This data is from hERG Central: cardiac toxicity at 1µM, 10µM, and general inhibition. The task is: Predict hERG channel inhibition at various concentrations. (1) The molecule is CC(C)(C)c1cc(NC(=O)CSc2nnc(NCc3ccccc3)s2)n(-c2ccccc2)n1. Results: hERG_inhib (hERG inhibition (general)): blocker. (2) The compound is O=C(Nc1ccc(Cl)cc1)N1CCCN(Cc2ccc(F)cc2)C1. Results: hERG_inhib (hERG inhibition (general)): blocker. (3) The molecule is CC(OC(=O)CCC(=O)c1ccccc1)C(=O)Nc1ccc(F)cc1. Results: hERG_inhib (hERG inhibition (general)): blocker. (4) Results: hERG_inhib (hERG inhibition (general)): blocker. The drug is CC[n+]1c(/C=C/c2ccc(N(C)C)cc2)ccc2ccccc21.[I-].